Dataset: Full USPTO retrosynthesis dataset with 1.9M reactions from patents (1976-2016). Task: Predict the reactants needed to synthesize the given product. (1) Given the product [CH3:2][O:3][C:4](=[O:18])[C:5]1[C:6](=[C:11]([NH2:15])[CH:12]=[CH:13][CH:14]=1)[C:7]([O:9][CH3:10])=[O:8], predict the reactants needed to synthesize it. The reactants are: Cl.[CH3:2][O:3][C:4](=[O:18])[C:5]1[C:6](=[C:11]([N+:15]([O-])=O)[CH:12]=[CH:13][CH:14]=1)[C:7]([O:9][CH3:10])=[O:8].[Sn](Cl)Cl. (2) Given the product [OH:52][CH2:51][C@@H:47]([NH:10][C:12]([C:14]1[N:19]=[N:18][C:17]([C:20]([N:22]2[CH2:27][CH2:26][N:25]([C:28]([O:30][C:31]([CH3:33])([CH3:32])[CH3:34])=[O:29])[C@@H:24]([CH:35]([CH3:37])[CH3:36])[CH2:23]2)=[O:21])=[CH:16][C:15]=1[CH:38]([CH3:39])[CH3:40])=[O:13])[CH:48]([CH3:50])[CH3:49], predict the reactants needed to synthesize it. The reactants are: N([O-])=O.[Na+].C(O)(=O)C.Cl.[NH:10]([C:12]([C:14]1[N:19]=[N:18][C:17]([C:20]([N:22]2[CH2:27][CH2:26][N:25]([C:28]([O:30][C:31]([CH3:34])([CH3:33])[CH3:32])=[O:29])[C@@H:24]([CH:35]([CH3:37])[CH3:36])[CH2:23]2)=[O:21])=[CH:16][C:15]=1[CH:38]([CH3:40])[CH3:39])=[O:13])N.C([O-])(O)=O.[Na+].N[C@H:47]([CH2:51][OH:52])[CH:48]([CH3:50])[CH3:49]. (3) Given the product [C:12]([C:7]1[C:2]([F:1])=[CH:3][C:4]([OH:9])=[CH:5][C:6]=1[F:8])([CH3:15])([CH3:14])[CH3:13], predict the reactants needed to synthesize it. The reactants are: [F:1][C:2]1[CH:3]=[C:4]([OH:9])[CH:5]=[C:6]([F:8])[CH:7]=1.CO[C:12]([CH3:15])([CH3:14])[CH3:13]. (4) Given the product [F:19][C:20]1[CH:60]=[CH:59][C:23]([CH2:24][C:25]2[S:29][C:28]([C:30]3[C:35]([Br:36])=[CH:34][N:33]=[C:32]([NH:37][CH2:38][CH2:39][N:40]4[C:44]([CH3:46])([CH3:45])[C:43](=[O:47])[NH:42][C:41]4=[O:48])[N:31]=3)=[CH:27][C:26]=2[CH2:49][CH2:50][OH:51])=[CH:22][CH:21]=1, predict the reactants needed to synthesize it. The reactants are: [F-].C([N+](CCCC)(CCCC)CCCC)CCC.[F:19][C:20]1[CH:60]=[CH:59][C:23]([CH2:24][C:25]2[S:29][C:28]([C:30]3[C:35]([Br:36])=[CH:34][N:33]=[C:32]([NH:37][CH2:38][CH2:39][N:40]4[C:44]([CH3:46])([CH3:45])[C:43](=[O:47])[NH:42][C:41]4=[O:48])[N:31]=3)=[CH:27][C:26]=2[CH2:49][CH2:50][O:51][Si](C(C)(C)C)(C)C)=[CH:22][CH:21]=1.O. (5) Given the product [O:10]1[CH:14]=[CH:13][C:12]([C:15]2[O:9][N:8]=[C:2]([C:3]([O:5][CH2:6][CH3:7])=[O:4])[N:1]=2)=[N:11]1, predict the reactants needed to synthesize it. The reactants are: [NH2:1][C:2](=[N:8][OH:9])[C:3]([O:5][CH2:6][CH3:7])=[O:4].[O:10]1[CH:14]=[CH:13][C:12]([C:15](O)=O)=[N:11]1.C(N=C=NC(C)C)(C)C.